Dataset: Experimentally validated miRNA-target interactions with 360,000+ pairs, plus equal number of negative samples. Task: Binary Classification. Given a miRNA mature sequence and a target amino acid sequence, predict their likelihood of interaction. (1) The miRNA is hsa-miR-548g-3p with sequence AAAACUGUAAUUACUUUUGUAC. The protein sequence of the target gene is MDWGTLHTFIGGVNKHSTSIGKVWITVIFIFRVMILVVAAQEVWGDEQEDFVCNTLQPGCKNVCYDHFFPVSHIRLWALQLIFVSTPALLVAMHVAYYRHETTRKFRRGEKRNDFKDIEDIKKQKVRIEGSLWWTYTSSIFFRIIFEAAFMYVFYFLYNGYHLPWVLKCGIDPCPNLVDCFISRPTEKTVFTIFMISASVICMLLNVAELCYLLLKVCFRRSKRAQTQKNHPNHALKESKQNEMNELISDSGQNAITGFPS. Result: 0 (no interaction). (2) The miRNA is hsa-miR-769-5p with sequence UGAGACCUCUGGGUUCUGAGCU. The protein sequence of the target gene is MSFFYSLFAPLIFLVTFIYNHVLLILFTVCIIGAAAFFVSYYLFGYSNTPSSASSSATPSSRNSPNKERSKKVPTILETDNEDDEIRVNGSPKSGTPTNTQTIEPPTSLNLNMVNSASGSNLSGARRMRKRDWAKKLYKSLVQDSPGRTPTDESSDEENANVVMGGGSVPRRRSKHGNSSRRRQSTAFQLAKDLIRRGSRSYFRQNQENNKDTRVRPPQEFFEPTDLPEIPQNLQPEIFYILHNLKMLELPSEWKLDPREIEVRSFQAGDYIVKPGESDDAIYVAIDGELTVHIRHMEGK.... Result: 0 (no interaction). (3) The miRNA is hsa-miR-378a-3p with sequence ACUGGACUUGGAGUCAGAAGGC. The protein sequence of the target gene is MPFPFGKSHKSPADIVKNLKESMAVLEKQDISDKKAEKATEEVSKNLVAMKEILYGTNEKEPQTEAVAQLAQELYNSGLLSTLVADLQLIDFEGKKDVAQIFNNILRRQIGTRTPTVEYICTQQNILFMLLKGYESPEIALNCGIMLRECIRHEPLAKIILWSEQFYDFFRYVEMSTFDIASDAFATFKDLLTRHKLLSAEFLEQHYDRFFSEYEKLLHSENYVTKRQSLKLLGELLLDRHNFTIMTKYISKPENLKLMMNLLRDKSRNIQFEAFHVFKVFVANPNKTQPILDILLKNQA.... Result: 1 (interaction). (4) The miRNA is hsa-miR-6868-5p with sequence ACUGGCAGAACACUGAAGCAGC. The protein sequence of the target gene is MDLKLKDCEFWYSLHGQVPGLLDWDMRNELFLPCTTDQCSLAEQILAKYRVGVMKPPEMPQKRRPSPDGDGPPCEPNLWMWVDPNILCPLGSQEAPKPSGKEDLTNISPFPQPPQKDEGSNCSEDKVVESLPSSSSEQSPLQKQGIHSPSDFELTEEEAEEPDDNSLQSPEMKCYQSQKLWQINNQEKSWQRPPLNCSHLIALALRNNPHCGLSVQEIYNFTRQHFPFFWTAPDGWKSTIHYNLCFLDSFEKVPDSLKDEDNARPRSCLWKLTKEGHRRFWEETRVLAFAQRERIQECMS.... Result: 0 (no interaction). (5) The miRNA is hsa-miR-2276-5p with sequence GCCCUCUGUCACCUUGCAGACG. The protein sequence of the target gene is MEPSPAAGGLETTRLVSPRDRGGAGGSLRLKSLFTEPSEPLPEESKPVEMPFHHCHRDPLPPPGLTPERLHARRQLYAACAVCFVFMAGEVVGGYLAHSLAIMTDAAHLLADVGSMMGSLFSLWLSTRPATRTMTFGWHRSETLGALASVVSLWMVTGILLYLAFVRLLHSDYHIEGGAMLLTASIAVCANLLMAFVLHQAGPPHSHGSRGAEYAPLEEGPEEPLPLGNTSVRAAFVHVLGDLLQSFGVLAASILIYFKPQYKAADPISTFLFSICALGSTAPTLRDVLRILMEGTPRNV.... Result: 1 (interaction).